From a dataset of Full USPTO retrosynthesis dataset with 1.9M reactions from patents (1976-2016). Predict the reactants needed to synthesize the given product. (1) Given the product [CH3:14][CH:15]([CH3:19])[CH2:16][CH2:17][NH:18][CH2:12][C:5]1[C:6]2[C:11](=[CH:10][CH:9]=[CH:8][CH:7]=2)[C:2]([OH:1])=[CH:3][CH:4]=1, predict the reactants needed to synthesize it. The reactants are: [OH:1][C:2]1[C:11]2[C:6](=[CH:7][CH:8]=[CH:9][CH:10]=2)[C:5]([CH:12]=O)=[CH:4][CH:3]=1.[CH3:14][CH:15]([CH3:19])[CH2:16][CH2:17][NH2:18]. (2) Given the product [O:1]1[C:5]2[CH:6]=[CH:7][C:8]([CH:10]([C:26]3[C:34]4[C:29](=[CH:30][C:31]([C:35]5[NH:37][CH:47]=[N:45][N:40]=5)=[CH:32][CH:33]=4)[N:28]([CH3:38])[CH:27]=3)[C:11]([NH:13][S:14]([C:17]3[CH:22]=[CH:21][C:20]([CH:23]([CH3:24])[CH3:25])=[CH:19][CH:18]=3)(=[O:15])=[O:16])=[O:12])=[CH:9][C:4]=2[O:3][CH2:2]1, predict the reactants needed to synthesize it. The reactants are: [O:1]1[C:5]2[CH:6]=[CH:7][C:8]([CH:10]([C:26]3[C:34]4[C:29](=[CH:30][C:31]([C:35]([NH2:37])=O)=[CH:32][CH:33]=4)[N:28]([CH3:38])[CH:27]=3)[C:11]([NH:13][S:14]([C:17]3[CH:22]=[CH:21][C:20]([CH:23]([CH3:25])[CH3:24])=[CH:19][CH:18]=3)(=[O:16])=[O:15])=[O:12])=[CH:9][C:4]=2[O:3][CH2:2]1.O.[NH2:40]N.COC(OC)[N:45]([CH3:47])C.